From a dataset of Reaction yield outcomes from USPTO patents with 853,638 reactions. Predict the reaction yield, written as a fraction of the theoretical maximum amount of product (1.0 means a 100% yield; for example, 0.34 means a 34% yield). (1) The reactants are F[C:2]1[CH:3]=[C:4]([C:8]2[N:13]=C(SC)N=[C:10](N3CCOC[C@@H]3C)[CH:9]=2)C=NC=1.Cl[C:24]1[CH:29]=[C:28]([C:30]2[CH:35]=[C:34]([F:36])[CH:33]=[CH:32][C:31]=2[S:37]([CH3:40])(=[O:39])=[O:38])[N:27]=[C:26]([N:41]2[CH2:46][CH2:45][O:44][CH2:43][C@@H:42]2[CH3:47])[N:25]=1.CC1(C)C(C)(C)OB(C2C=CC(N)=CC=2)O1. No catalyst specified. The product is [F:36][C:34]1[CH:33]=[CH:32][C:31]([S:37]([CH3:40])(=[O:39])=[O:38])=[C:30]([C:28]2[N:27]=[C:26]([N:41]3[CH2:46][CH2:45][O:44][CH2:43][C@@H:42]3[CH3:47])[N:25]=[C:24]([C:2]3[CH:3]=[CH:4][C:8]([NH2:13])=[CH:9][CH:10]=3)[CH:29]=2)[CH:35]=1. The yield is 0.580. (2) The reactants are Br[C:2]1[CH:7]=[CH:6][C:5]([C:8]2[N:17]=[C:16]([NH:18][C:19]3[NH:20][N:21]=[C:22]([CH3:24])[CH:23]=3)[C:15]3[C:10](=[CH:11][CH:12]=[CH:13][CH:14]=3)[N:9]=2)=[CH:4][CH:3]=1.[C:25]1(B(O)O)[CH:30]=[CH:29][CH:28]=[CH:27][CH:26]=1.C([O-])([O-])=O.[Na+].[Na+].C1(P(C2C=CC=CC=2)C2C=CC=CC=2)C=CC=CC=1. The catalyst is C1COCC1.O.C([O-])(=O)C.[Pd+2].C([O-])(=O)C. The product is [C:2]1([C:25]2[CH:30]=[CH:29][CH:28]=[CH:27][CH:26]=2)[CH:7]=[CH:6][C:5]([C:8]2[N:17]=[C:16]([NH:18][C:19]3[NH:20][N:21]=[C:22]([CH3:24])[CH:23]=3)[C:15]3[C:10](=[CH:11][CH:12]=[CH:13][CH:14]=3)[N:9]=2)=[CH:4][CH:3]=1. The yield is 0.510. (3) The yield is 0.500. The reactants are [C:1]([O:5][C:6](=[O:16])[NH:7][C:8]1[CH:13]=[CH:12][CH:11]=[C:10]([CH2:14]O)[N:9]=1)([CH3:4])([CH3:3])[CH3:2].N1C=CC=CC=1.O=S(Cl)[Cl:25]. The product is [C:1]([O:5][C:6](=[O:16])[NH:7][C:8]1[CH:13]=[CH:12][CH:11]=[C:10]([CH2:14][Cl:25])[N:9]=1)([CH3:4])([CH3:3])[CH3:2]. The catalyst is C(Cl)Cl. (4) The reactants are [Cl:1][C:2]1[CH:7]=[C:6]([Cl:8])[CH:5]=[CH:4][C:3]=1[C@H:9]1[C:14]([C:15]([O:17][CH2:18][CH3:19])=[O:16])=[C:13]([CH3:20])[NH:12][C:11]([C:21]2[S:22][CH:23]=[CH:24][N:25]=2)=[N:10]1.C1C(=O)N([Br:33])C(=O)C1. The catalyst is C(Cl)(Cl)(Cl)Cl. The product is [Br:33][CH2:20][C:13]1[NH:12][C:11]([C:21]2[S:22][CH:23]=[CH:24][N:25]=2)=[N:10][C@@H:9]([C:3]2[CH:4]=[CH:5][C:6]([Cl:8])=[CH:7][C:2]=2[Cl:1])[C:14]=1[C:15]([O:17][CH2:18][CH3:19])=[O:16]. The yield is 0.650. (5) The yield is 0.920. The reactants are C[O-].[Na+].[C:4]([O:11][CH3:12])(=[O:10])[CH2:5][C:6]([O:8]C)=O.[CH3:13][C:14](=[O:22])[CH:15]=[CH:16][CH2:17][CH2:18][CH2:19][CH2:20][CH3:21]. The product is [CH2:17]([CH:16]1[CH:5]([C:4]([O:11][CH3:12])=[O:10])[C:6]([OH:8])=[CH:13][C:14](=[O:22])[CH2:15]1)[CH2:18][CH2:19][CH2:20][CH3:21]. The catalyst is CO. (6) The reactants are [C:1]([C:3]1[CH:8]=[CH:7][C:6]([CH2:9][C:10]([O:12][C:13]([CH3:16])(C)C)=[O:11])=[C:5]([O:17][CH3:18])[CH:4]=1)#[N:2].Cl.O1CCOCC1.C(C1C=CC(CC(OCC)=O)=C(OC)C=1)#N.C(O[CH:45](OCC)[N:46]([CH3:48])[CH3:47])C. The catalyst is C(O)C.CN(C=O)C.CCOC(C)=O. The product is [C:1]([C:3]1[CH:8]=[CH:7][C:6]([C:9](=[CH:45][N:46]([CH3:48])[CH3:47])[C:10]([O:12][CH2:13][CH3:16])=[O:11])=[C:5]([O:17][CH3:18])[CH:4]=1)#[N:2]. The yield is 0.740. (7) The reactants are CC([N:5]([CH:9]1[CH2:14][CH2:13][N:12]([CH2:15][CH:16]2[C:26]3=[C:27]4[C:22](=[CH:23][CH:24]=[CH:25]3)[CH:21]=[CH:20][C:19](=[O:28])[N:18]4[CH2:17]2)[CH2:11][CH2:10]1)C(=O)[O-])(C)C.[ClH:29]. The catalyst is C(Cl)(Cl)Cl.CO.O1CCOCC1. The product is [ClH:29].[ClH:29].[NH2:5][CH:9]1[CH2:14][CH2:13][N:12]([CH2:15][CH:16]2[C:26]3=[C:27]4[C:22](=[CH:23][CH:24]=[CH:25]3)[CH:21]=[CH:20][C:19](=[O:28])[N:18]4[CH2:17]2)[CH2:11][CH2:10]1. The yield is 1.10. (8) The reactants are [C:1]([C:5]1[O:9][C:8]([NH:10][C:11]2[CH:16]=[CH:15][C:14]([C:17]3[CH:22]=[CH:21][C:20]([C:23]45[O:29][C:26]([CH2:30][C:31]([O:33]C)=[O:32])([CH2:27][CH2:28]4)[CH2:25][CH2:24]5)=[CH:19][CH:18]=3)=[CH:13][CH:12]=2)=[N:7][N:6]=1)([CH3:4])([CH3:3])[CH3:2].[OH-].[Na+]. The catalyst is C1COCC1.CO. The product is [C:1]([C:5]1[O:9][C:8]([NH:10][C:11]2[CH:12]=[CH:13][C:14]([C:17]3[CH:22]=[CH:21][C:20]([C:23]45[O:29][C:26]([CH2:30][C:31]([OH:33])=[O:32])([CH2:27][CH2:28]4)[CH2:25][CH2:24]5)=[CH:19][CH:18]=3)=[CH:15][CH:16]=2)=[N:7][N:6]=1)([CH3:4])([CH3:2])[CH3:3]. The yield is 0.490.